From a dataset of Reaction yield outcomes from USPTO patents with 853,638 reactions. Predict the reaction yield, written as a fraction of the theoretical maximum amount of product (1.0 means a 100% yield; for example, 0.34 means a 34% yield). (1) The reactants are [F:1][C:2]1[CH:3]=[C:4]2[C:8](=[CH:9][C:10]=1[NH:11][C:12]([C:14]([O:17]C(=O)C)([CH3:16])[CH3:15])=[O:13])[NH:7][C:6](=[O:21])[CH2:5]2.[OH-].[Na+].Cl. The catalyst is CO. The product is [F:1][C:2]1[CH:3]=[C:4]2[C:8](=[CH:9][C:10]=1[NH:11][C:12](=[O:13])[C:14]([OH:17])([CH3:16])[CH3:15])[NH:7][C:6](=[O:21])[CH2:5]2. The yield is 0.592. (2) The reactants are [C:1]1([CH:7]([C:11]2[CH:16]=[CH:15][CH:14]=[CH:13][CH:12]=2)[C:8]([OH:10])=O)[CH:6]=[CH:5][CH:4]=[CH:3][CH:2]=1.FC(F)(F)C(OC(=O)C(F)(F)F)=O.[C:30]([C:34]1[CH:39]=[CH:38][C:37]([N:40]2[CH:45]=[CH:44][C:43]([CH3:47])([CH3:46])[CH2:42][CH2:41]2)=[CH:36][CH:35]=1)([CH3:33])([CH3:32])[CH3:31].C(N(CC)CC)C. The catalyst is C(Cl)Cl.O. The product is [C:30]([C:34]1[CH:39]=[CH:38][C:37]([N:40]2[CH2:45][CH2:44][C:43]([CH3:47])([CH3:46])[C:42]([C:8](=[O:10])[CH:7]([C:1]3[CH:2]=[CH:3][CH:4]=[CH:5][CH:6]=3)[C:11]3[CH:16]=[CH:15][CH:14]=[CH:13][CH:12]=3)=[CH:41]2)=[CH:36][CH:35]=1)([CH3:33])([CH3:31])[CH3:32]. The yield is 0.700.